Predict the product of the given reaction. From a dataset of Forward reaction prediction with 1.9M reactions from USPTO patents (1976-2016). Given the reactants [CH3:1][O:2][C:3]1[CH:11]=[CH:10][C:9]([C:12]2[NH:16][N:15]=[N:14][N:13]=2)=[CH:8][C:4]=1[C:5]([OH:7])=O.Cl.[CH2:18]([O:20][CH2:21][CH2:22][N:23]1[C:27]2[CH:28]=[CH:29][CH:30]=[CH:31][C:26]=2[N:25]=[C:24]1[N:32]1[CH2:38][CH2:37][CH2:36][N:35]([CH2:39][CH2:40][C:41]2([C:46]3[CH:51]=[CH:50][CH:49]=[CH:48][CH:47]=3)[CH2:45][CH2:44][NH:43][CH2:42]2)[CH2:34][CH2:33]1)[CH3:19], predict the reaction product. The product is: [CH3:1][O:2][C:3]1[CH:11]=[CH:10][C:9]([C:12]2[NH:16][N:15]=[N:14][N:13]=2)=[CH:8][C:4]=1[C:5]([N:43]1[CH2:44][CH2:45][C:41]([CH2:40][CH2:39][N:35]2[CH2:36][CH2:37][CH2:38][N:32]([C:24]3[N:23]([CH2:22][CH2:21][O:20][CH2:18][CH3:19])[C:27]4[CH:28]=[CH:29][CH:30]=[CH:31][C:26]=4[N:25]=3)[CH2:33][CH2:34]2)([C:46]2[CH:51]=[CH:50][CH:49]=[CH:48][CH:47]=2)[CH2:42]1)=[O:7].